Dataset: Forward reaction prediction with 1.9M reactions from USPTO patents (1976-2016). Task: Predict the product of the given reaction. (1) Given the reactants [CH3:1][O:2][C:3]1[CH:12]=[CH:11][C:10]([N+:13]([O-])=O)=[C:9]2[C:4]=1[CH:5]=[CH:6][CH:7]=[N:8]2.O.O.Cl[Sn]Cl.[OH-].[Na+], predict the reaction product. The product is: [CH3:1][O:2][C:3]1[CH:12]=[CH:11][C:10]([NH2:13])=[C:9]2[C:4]=1[CH:5]=[CH:6][CH:7]=[N:8]2. (2) Given the reactants FC1C=C(F)C=CC=1C(O[C:7]1[CH:12]=[C:11]([CH3:13])[C:10]([CH3:14])=[CH:9][C:8]=1[NH:15][C:16](=[O:25])[C:17]1[CH:22]=[CH:21][C:20]([F:23])=[CH:19][C:18]=1[F:24])=O.CC1C=CC(S(O)(=O)=O)=CC=1, predict the reaction product. The product is: [F:24][C:18]1[CH:19]=[C:20]([F:23])[CH:21]=[CH:22][C:17]=1[C:16]1[O:25][C:7]2[CH:12]=[C:11]([CH3:13])[C:10]([CH3:14])=[CH:9][C:8]=2[N:15]=1. (3) Given the reactants ClC(Cl)(Cl)CO[C:5]([NH:7][CH:8]1[CH2:13][CH2:12][CH2:11][N:10]([C:14]([O:16][C:17]([CH3:20])([CH3:19])[CH3:18])=[O:15])[CH2:9]1)=[O:6].[C:23]1([C:29]2[N:33]=[C:32]([N:34]3[CH2:39][CH2:38][NH:37][CH2:36][CH2:35]3)[S:31][N:30]=2)[CH:28]=[CH:27][CH:26]=[CH:25][CH:24]=1.C(N(C(C)C)CC)(C)C.O, predict the reaction product. The product is: [C:23]1([C:29]2[N:33]=[C:32]([N:34]3[CH2:39][CH2:38][N:37]([C:5]([NH:7][CH:8]4[CH2:13][CH2:12][CH2:11][N:10]([C:14]([O:16][C:17]([CH3:18])([CH3:19])[CH3:20])=[O:15])[CH2:9]4)=[O:6])[CH2:36][CH2:35]3)[S:31][N:30]=2)[CH:24]=[CH:25][CH:26]=[CH:27][CH:28]=1.